This data is from Full USPTO retrosynthesis dataset with 1.9M reactions from patents (1976-2016). The task is: Predict the reactants needed to synthesize the given product. (1) Given the product [Cl:1][C:2]1[C:3]([C:9]2[CH:14]=[CH:13][CH:12]=[C:11]([NH:15][CH2:16][C:17]3([C:23]#[N:24])[CH2:22][CH2:21][O:20][CH2:19][CH2:18]3)[N:10]=2)=[CH:4][C:5]([NH:44][C@H:41]2[CH2:40][CH2:39][C@H:38]([CH2:37][N:34]3[CH2:33][CH2:32][O:31][CH2:36][CH2:35]3)[CH2:43][CH2:42]2)=[N:6][CH:7]=1, predict the reactants needed to synthesize it. The reactants are: [Cl:1][C:2]1[C:3]([C:9]2[CH:14]=[CH:13][CH:12]=[C:11]([NH:15][CH2:16][C:17]3([C:23]#[N:24])[CH2:22][CH2:21][O:20][CH2:19][CH2:18]3)[N:10]=2)=[CH:4][C:5](F)=[N:6][CH:7]=1.C(=O)([O-])[O-].[K+].[K+].[O:31]1[CH2:36][CH2:35][N:34]([CH2:37][C@H:38]2[CH2:43][CH2:42][C@H:41]([NH2:44])[CH2:40][CH2:39]2)[CH2:33][CH2:32]1. (2) The reactants are: [C:1]([C:3]1[CH:27]=[CH:26][C:6]([O:7][C:8]2[CH:9]=[C:10]([CH:14]=[C:15]([O:17][C:18]3[CH:23]=[CH:22][C:21]([C:24]#[N:25])=[CH:20][CH:19]=3)[CH:16]=2)[C:11]([OH:13])=[O:12])=[CH:5][CH:4]=1)#[N:2].[CH2:28]([O:35][C:36](=[O:45])[NH:37][CH:38]1[CH2:43][CH2:42][CH:41](O)[CH2:40][CH2:39]1)[C:29]1[CH:34]=[CH:33][CH:32]=[CH:31][CH:30]=1. Given the product [CH2:28]([O:35][C:36]([NH:37][CH:38]1[CH2:43][CH2:42][CH:41]([O:12][C:11](=[O:13])[C:10]2[CH:14]=[C:15]([O:17][C:18]3[CH:23]=[CH:22][C:21]([C:24]#[N:25])=[CH:20][CH:19]=3)[CH:16]=[C:8]([O:7][C:6]3[CH:26]=[CH:27][C:3]([C:1]#[N:2])=[CH:4][CH:5]=3)[CH:9]=2)[CH2:40][CH2:39]1)=[O:45])[C:29]1[CH:34]=[CH:33][CH:32]=[CH:31][CH:30]=1, predict the reactants needed to synthesize it.